This data is from Forward reaction prediction with 1.9M reactions from USPTO patents (1976-2016). The task is: Predict the product of the given reaction. (1) Given the reactants [NH2:1][CH2:2][C@H:3]1[C@H:8]([N:9]([CH2:11][C:12]2[CH:17]=[CH:16][CH:15]=[CH:14][CH:13]=2)[CH3:10])[CH2:7][CH2:6][N:5]([CH2:18][CH2:19][C:20]2[CH:25]=[CH:24][C:23]([F:26])=[CH:22][CH:21]=2)[CH2:4]1.C1([O:33][C:34](=O)[NH:35][C:36]2[CH:41]=[C:40]([C:42]3[N:46]([CH3:47])[N:45]=[N:44][N:43]=3)[CH:39]=[C:38]([CH2:48][CH3:49])[CH:37]=2)C=CC=CC=1.C(N(CC)CC)C, predict the reaction product. The product is: [CH2:11]([N:9]([CH3:10])[C@@H:8]1[CH2:7][CH2:6][N:5]([CH2:18][CH2:19][C:20]2[CH:21]=[CH:22][C:23]([F:26])=[CH:24][CH:25]=2)[CH2:4][C@H:3]1[CH2:2][NH:1][C:34]([NH:35][C:36]1[CH:41]=[C:40]([C:42]2[N:46]([CH3:47])[N:45]=[N:44][N:43]=2)[CH:39]=[C:38]([CH2:48][CH3:49])[CH:37]=1)=[O:33])[C:12]1[CH:17]=[CH:16][CH:15]=[CH:14][CH:13]=1. (2) The product is: [NH:7]1[C:8]2[C:4](=[CH:3][C:2]([C:13]3[N:12]([CH3:11])[C:16]([C:17]#[N:18])=[CH:15][CH:14]=3)=[CH:10][CH:9]=2)[CH2:5][CH2:6]1. Given the reactants Br[C:2]1[CH:3]=[C:4]2[C:8](=[CH:9][CH:10]=1)[NH:7][CH2:6][CH2:5]2.[CH3:11][N:12]1[C:16]([C:17]#[N:18])=[CH:15][CH:14]=[C:13]1B(O)O.[F-].[K+], predict the reaction product. (3) Given the reactants [C:1]([C:5]1[CH:10]=[CH:9][C:8]([C:11]2[N:12]([C:30](Cl)=[O:31])[C@H:13]([C:23]3[CH:28]=[CH:27][C:26]([Cl:29])=[CH:25][CH:24]=3)[C@H:14]([C:16]3[CH:21]=[CH:20][C:19]([Cl:22])=[CH:18][CH:17]=3)[N:15]=2)=[C:7]([O:33][CH:34]([CH3:36])[CH3:35])[CH:6]=1)([CH3:4])([CH3:3])[CH3:2].Cl.Cl.[CH3:39][S:40]([CH2:43][CH2:44][N:45]1[CH2:50][CH2:49][NH:48][CH2:47][CH2:46]1)(=[O:42])=[O:41], predict the reaction product. The product is: [ClH:22].[C:1]([C:5]1[CH:10]=[CH:9][C:8]([C:11]2[N:12]([C:30]([N:48]3[CH2:47][CH2:46][N:45]([CH2:44][CH2:43][S:40]([CH3:39])(=[O:41])=[O:42])[CH2:50][CH2:49]3)=[O:31])[C@H:13]([C:23]3[CH:24]=[CH:25][C:26]([Cl:29])=[CH:27][CH:28]=3)[C@H:14]([C:16]3[CH:21]=[CH:20][C:19]([Cl:22])=[CH:18][CH:17]=3)[N:15]=2)=[C:7]([O:33][CH:34]([CH3:35])[CH3:36])[CH:6]=1)([CH3:3])([CH3:4])[CH3:2]. (4) Given the reactants [I:1][C:2]1[CH:3]=[CH:4][C:5]([CH3:9])=[C:6]([NH2:8])[CH:7]=1.Cl[C:11]1[CH:16]=[CH:15][N:14]=[CH:13][CH:12]=1, predict the reaction product. The product is: [I:1][C:2]1[CH:3]=[CH:4][C:5]([CH3:9])=[C:6]([NH:8][C:11]2[CH:16]=[CH:15][N:14]=[CH:13][CH:12]=2)[CH:7]=1. (5) Given the reactants [CH2:1]([N:4]1[CH2:10][CH2:9][C:8]2[CH:11]=[CH:12][C:13]([S:15]([Cl:18])(=[O:17])=[O:16])=[CH:14][C:7]=2[CH2:6][CH2:5]1)[CH2:2][CH3:3].[NH2:19][C:20]1[CH:25]=[CH:24][CH:23]=[CH:22][CH:21]=1.C(N(C(C)C)CC)(C)C, predict the reaction product. The product is: [ClH:18].[C:20]1([NH:19][S:15]([C:13]2[CH:12]=[CH:11][C:8]3[CH2:9][CH2:10][N:4]([CH2:1][CH2:2][CH3:3])[CH2:5][CH2:6][C:7]=3[CH:14]=2)(=[O:17])=[O:16])[CH:25]=[CH:24][CH:23]=[CH:22][CH:21]=1.